From a dataset of Catalyst prediction with 721,799 reactions and 888 catalyst types from USPTO. Predict which catalyst facilitates the given reaction. (1) Reactant: [CH3:1][O:2][C:3]1[CH:8]=[CH:7][C:6]([C:9]2(O)[C:13]3[C:14]([CH3:34])=[C:15]([N:20]4[CH2:25][CH2:24][N:23]([C:26]5[CH:31]=[CH:30][C:29]([O:32][CH3:33])=[CH:28][CH:27]=5)[CH2:22][CH2:21]4)[C:16]([CH3:19])=[C:17]([CH3:18])[C:12]=3[O:11][C:10]2([CH3:36])[CH3:35])=[CH:5][CH:4]=1. Product: [CH3:33][O:32][C:29]1[CH:30]=[CH:31][C:26]([N:23]2[CH2:22][CH2:21][N:20]([C:15]3[C:16]([CH3:19])=[C:17]([CH3:18])[C:12]4[O:11][C:10]([CH3:36])([CH3:35])[CH:9]([C:6]5[CH:5]=[CH:4][C:3]([O:2][CH3:1])=[CH:8][CH:7]=5)[C:13]=4[C:14]=3[CH3:34])[CH2:25][CH2:24]2)=[CH:27][CH:28]=1. The catalyst class is: 8. (2) Reactant: [O:1]=[C:2]1[C:7]2([CH2:12][CH2:11][N:10]([C:13]([O:15][C:16]([CH3:19])([CH3:18])[CH3:17])=[O:14])[CH2:9][CH2:8]2)[CH2:6][CH2:5][CH2:4][NH:3]1.Br[C:21]1[CH2:25][O:24][C:23](=[O:26])[CH:22]=1.CC1(C)C2C(=C(P(C3C=CC=CC=3)C3C=CC=CC=3)C=CC=2)OC2C(P(C3C=CC=CC=3)C3C=CC=CC=3)=CC=CC1=2.C(=O)([O-])[O-].[Cs+].[Cs+]. Product: [O:1]=[C:2]1[C:7]2([CH2:8][CH2:9][N:10]([C:13]([O:15][C:16]([CH3:19])([CH3:18])[CH3:17])=[O:14])[CH2:11][CH2:12]2)[CH2:6][CH2:5][CH2:4][N:3]1[C:21]1[CH2:25][O:24][C:23](=[O:26])[CH:22]=1. The catalyst class is: 110. (3) Reactant: CN(C)C=O.[CH3:6][C:7]1[CH:16]=[CH:15][C:14]2[C:9](=[CH:10][CH:11]=[C:12]([OH:17])[CH:13]=2)[N:8]=1.[Br:18][C:19]1[CH:24]=[C:23]([N+:25]([O-:27])=[O:26])[CH:22]=[C:21]([Br:28])[C:20]=1I.C(=O)([O-])[O-].[K+].[K+]. Product: [Br:18][C:19]1[CH:24]=[C:23]([N+:25]([O-:27])=[O:26])[CH:22]=[C:21]([Br:28])[C:20]=1[O:17][C:12]1[CH:13]=[C:14]2[C:9](=[CH:10][CH:11]=1)[N:8]=[C:7]([CH3:6])[CH:16]=[CH:15]2. The catalyst class is: 27. (4) Reactant: [NH2:1][C:2]1[CH:7]=[CH:6][C:5]([Br:8])=[CH:4][N:3]=1.Br[CH2:10][C:11](=O)[C:12]([O:14][CH2:15][CH3:16])=[O:13]. Product: [Br:8][C:5]1[CH:6]=[CH:7][C:2]2[N:3]([CH:10]=[C:11]([C:12]([O:14][CH2:15][CH3:16])=[O:13])[N:1]=2)[CH:4]=1. The catalyst class is: 8. (5) The catalyst class is: 12. Reactant: Br[C:2]1[CH:3]=[C:4]2[C:9](=[CH:10][C:11]=1[F:12])[N:8]([CH3:13])[C:7](=[O:14])[CH2:6][CH2:5]2.[CH3:15][C:16]1([CH3:32])[C:20]([CH3:22])([CH3:21])[O:19][B:18]([B:18]2[O:19][C:20]([CH3:22])([CH3:21])[C:16]([CH3:32])([CH3:15])[O:17]2)[O:17]1.C([O-])(=O)C.[K+].CCCCCC. Product: [F:12][C:11]1[CH:10]=[C:9]2[C:4]([CH2:5][CH2:6][C:7](=[O:14])[N:8]2[CH3:13])=[CH:3][C:2]=1[B:18]1[O:19][C:20]([CH3:22])([CH3:21])[C:16]([CH3:32])([CH3:15])[O:17]1. (6) Reactant: [S:1]1[C:5]([CH:6]=O)=[CH:4][N:3]=[CH:2]1.C1(P(C2C=CC=CC=2)(C2C=CC=CC=2)=[CH:15][C:16]([O:18][CH2:19][CH3:20])=[O:17])C=CC=CC=1. Product: [S:1]1[C:5]([CH:6]=[CH:15][C:16]([O:18][CH2:19][CH3:20])=[O:17])=[CH:4][N:3]=[CH:2]1. The catalyst class is: 1.